From a dataset of Full USPTO retrosynthesis dataset with 1.9M reactions from patents (1976-2016). Predict the reactants needed to synthesize the given product. (1) Given the product [F:1][C:2]1[CH:36]=[CH:35][C:5]([C:6]([CH:9]2[CH2:10][CH2:11][N:12]([C:15]([C@@H:17]([NH:21][C:22]([C:24]3[C:33]([OH:34])=[N:32][C:31]4[C:26](=[CH:27][CH:28]=[CH:29][CH:30]=4)[N:25]=3)=[O:23])[CH:18]([CH3:20])[CH3:19])=[O:16])[CH2:13][CH2:14]2)=[O:39])=[C:4]([OH:8])[CH:3]=1, predict the reactants needed to synthesize it. The reactants are: [F:1][C:2]1[CH:36]=[CH:35][C:5]2[C:6]([CH:9]3[CH2:14][CH2:13][N:12]([C:15]([C@@H:17]([NH:21][C:22]([C:24]4[C:33]([OH:34])=[N:32][C:31]5[C:26](=[CH:27][CH:28]=[CH:29][CH:30]=5)[N:25]=4)=[O:23])[CH:18]([CH3:20])[CH3:19])=[O:16])[CH2:11][CH2:10]3)=N[O:8][C:4]=2[CH:3]=1.Cl.C[OH:39]. (2) Given the product [F:5][C:4]([F:7])([F:6])[C:3]([C:9]1[CH:10]=[CH:11][C:12]([CH2:13][N:14]2[CH2:19][CH2:18][CH:17]([CH2:20][C:21]3[CH:26]=[CH:25][C:24]([NH:27][C:28]([NH:30][CH:31]4[CH2:35][CH2:34][S:33](=[O:45])[CH2:32]4)=[O:29])=[CH:23][CH:22]=3)[CH2:16][CH2:15]2)=[CH:36][CH:37]=1)([OH:8])[C:2]([F:38])([F:1])[F:39], predict the reactants needed to synthesize it. The reactants are: [F:1][C:2]([F:39])([F:38])[C:3]([C:9]1[CH:37]=[CH:36][C:12]([CH2:13][N:14]2[CH2:19][CH2:18][CH:17]([CH2:20][C:21]3[CH:26]=[CH:25][C:24]([NH:27][C:28]([NH:30][CH:31]4[CH2:35][CH2:34][S:33][CH2:32]4)=[O:29])=[CH:23][CH:22]=3)[CH2:16][CH2:15]2)=[CH:11][CH:10]=1)([OH:8])[C:4]([F:7])([F:6])[F:5].ClC1C=C(C=CC=1)C(OO)=[O:45]. (3) Given the product [CH3:9][C:10]1[O:11][C:12]([CH3:17])=[C:13]([CH:15]([OH:16])[CH2:2][CH2:3][CH:4]([CH3:6])[CH3:5])[N:14]=1, predict the reactants needed to synthesize it. The reactants are: Br[CH2:2][CH2:3][CH:4]([CH3:6])[CH3:5].II.[CH3:9][C:10]1[O:11][C:12]([CH3:17])=[C:13]([CH:15]=[O:16])[N:14]=1.[NH4+].[Cl-]. (4) Given the product [CH3:18][O:19][CH2:20][CH2:21][O:22][C:23]1[CH:30]=[CH:29][C:26]([CH:27]2[N:8]([C:9]3[CH:17]=[CH:16][C:12]4[NH:13][CH:14]=[N:15][C:11]=4[CH:10]=3)[C:42](=[O:43])[NH:37][CH2:38]2)=[CH:25][CH:24]=1, predict the reactants needed to synthesize it. The reactants are: FC(F)(F)C([O-])=O.[NH2:8][C:9]1[CH:17]=[CH:16][C:12]2[N:13]=[CH:14][NH:15][C:11]=2[CH:10]=1.[CH3:18][O:19][CH2:20][CH2:21][O:22][C:23]1[CH:30]=[CH:29][C:26]([CH:27]=O)=[CH:25][CH:24]=1.[Si](C#N)(C)(C)C.[N:37]1([C:42](N2C=CN=C2)=[O:43])C=CN=[CH:38]1. (5) Given the product [F:12][CH:10]([F:11])[C:9]1[C:5]2[C@H:4]3[CH2:51][C@H:3]3[C:2]([F:52])([F:1])[C:6]=2[N:7]([CH2:14][C:15]([NH:17][C@H:18]([C:28]2[C:33]([C:34]3[CH:35]=[CH:36][C:37]4[N:38]([C:41](=[O:44])[NH:42][N:43]=4)[C:39]=3[CH3:40])=[CH:32][CH:31]=[C:30]([C:45]#[C:46][C:47]([OH:50])([CH3:49])[CH3:48])[N:29]=2)[CH2:19][C:20]2[CH:25]=[C:24]([F:26])[CH:23]=[C:22]([F:27])[CH:21]=2)=[O:16])[N:8]=1, predict the reactants needed to synthesize it. The reactants are: [F:1][C:2]1([F:52])[C:6]2[N:7]([CH2:14][C:15]([NH:17][C@H:18]([C:28]3[C:33]([C:34]4[CH:35]=[CH:36][C:37]5[N:38]([C:41](=[O:44])[NH:42][N:43]=5)[C:39]=4[CH3:40])=[CH:32][CH:31]=[C:30]([C:45]#[C:46][C:47]([OH:50])([CH3:49])[CH3:48])[N:29]=3)[CH2:19][C:20]3[CH:25]=[C:24]([F:26])[CH:23]=[C:22]([F:27])[CH:21]=3)=[O:16])[N:8]=[C:9]([C:10](F)([F:12])[F:11])[C:5]=2[C@H:4]2[CH2:51][C@@H:3]12.N[C@H](C1C(C2C=CC3N(C(=O)NN=3)C=2C)=CC=C(C#CC(O)(C)C)N=1)CC1C=C(F)C=C(F)C=1.FC(F)C1C2[C@H]3C[C@H]3C(F)(F)C=2N(CC(O)=O)N=1.FC(F)(F)C(O)=O. (6) Given the product [CH3:18][S:15]([CH2:14][CH2:13][N:1]1[C:5]2[CH:6]=[CH:7][CH:8]=[CH:9][C:4]=2[N:3]=[C:2]1[CH2:10][OH:11])(=[O:17])=[O:16], predict the reactants needed to synthesize it. The reactants are: [NH:1]1[C:5]2[CH:6]=[CH:7][CH:8]=[CH:9][C:4]=2[N:3]=[C:2]1[CH2:10][OH:11].Cl[CH2:13][CH2:14][S:15]([CH3:18])(=[O:17])=[O:16].C([O-])([O-])=O.[K+].[K+].O.